Dataset: Reaction yield outcomes from USPTO patents with 853,638 reactions. Task: Predict the reaction yield, written as a fraction of the theoretical maximum amount of product (1.0 means a 100% yield; for example, 0.34 means a 34% yield). (1) The product is [F:28][C:24]1[CH:23]=[C:22]2[C:27](=[CH:26][CH:25]=1)[N:19]([NH:18][C:15]([C:11]1[C:12]([CH3:14])=[N:13][C:8]([C:4]3[CH:5]=[CH:6][CH:7]=[C:2]([F:1])[CH:3]=3)=[N:9][CH:10]=1)=[O:17])[CH:20]=[C:21]2[CH2:29][CH2:30][C:31]([OH:33])([CH3:32])[CH3:34]. The reactants are [F:1][C:2]1[CH:3]=[C:4]([C:8]2[N:13]=[C:12]([CH3:14])[C:11]([C:15]([OH:17])=O)=[CH:10][N:9]=2)[CH:5]=[CH:6][CH:7]=1.[NH2:18][N:19]1[C:27]2[C:22](=[CH:23][C:24]([F:28])=[CH:25][CH:26]=2)[C:21]([CH2:29][CH2:30][C:31]([CH3:34])([OH:33])[CH3:32])=[CH:20]1.C[N+]1(C2N=C(OC)N=C(OC)N=2)CCOCC1.[Cl-]. The catalyst is CN(C=O)C. The yield is 0.610. (2) The reactants are [NH2:1][C:2]1[C:3]2[C:8]([N:9]=[C:10]3[C:15]=1[CH:14]=[CH:13][CH:12]=[CH:11]3)=[CH:7][CH:6]=[CH:5][CH:4]=2.CCN(CC)CC.[C:23]1([CH3:35])[CH:28]=[C:27]([CH3:29])[CH:26]=[C:25]([CH3:30])[C:24]=1[S:31](Cl)(=[O:33])=[O:32]. The catalyst is C(Cl)(Cl)Cl. The product is [CH:4]1[C:3]2[C:8](=[N:9][C:10]3[C:15]([C:2]=2[NH:1][S:31]([C:24]2[C:25]([CH3:30])=[CH:26][C:27]([CH3:29])=[CH:28][C:23]=2[CH3:35])(=[O:33])=[O:32])=[CH:14][CH:13]=[CH:12][CH:11]=3)[CH:7]=[CH:6][CH:5]=1. The yield is 0.0600. (3) The reactants are [C:1]([N:5]1[C:10](=[O:11])[C:9]([Cl:12])=[C:8]([OH:13])[CH:7]=[N:6]1)([CH3:4])([CH3:3])[CH3:2].[Si:14]([O:21][CH2:22][CH2:23][O:24][CH2:25][C:26]1[CH:31]=[CH:30][C:29]([CH2:32]O)=[CH:28][CH:27]=1)([C:17]([CH3:20])([CH3:19])[CH3:18])([CH3:16])[CH3:15].C1(P(C2C=CC=CC=2)C2C=CC=CC=2)C=CC=CC=1.N(C(OC(C)C)=O)=NC(OC(C)C)=O. The catalyst is C1COCC1.C(OCC)(=O)C.CCCCCC. The product is [C:1]([N:5]1[C:10](=[O:11])[C:9]([Cl:12])=[C:8]([O:13][CH2:32][C:29]2[CH:28]=[CH:27][C:26]([CH2:25][O:24][CH2:23][CH2:22][O:21][Si:14]([C:17]([CH3:20])([CH3:19])[CH3:18])([CH3:16])[CH3:15])=[CH:31][CH:30]=2)[CH:7]=[N:6]1)([CH3:4])([CH3:2])[CH3:3]. The yield is 0.660. (4) The reactants are [CH3:1][O:2][C:3]([C@@H:5]([N:13]1[CH2:21][C:17]2[CH:18]=[CH:19][S:20][C:16]=2[CH2:15][CH2:14]1)[C:6]1[CH:7]=[CH:8][CH:9]=[CH:10][C:11]=1[Cl:12])=[O:4].[S:22](=[O:26])(=[O:25])([OH:24])[OH:23]. The catalyst is C1(=O)CCCCC1. The product is [CH3:1][O:2][C:3]([C@@H:5]([N:13]1[CH2:21][C:17]2[CH:18]=[CH:19][S:20][C:16]=2[CH2:15][CH2:14]1)[C:6]1[C:11]([Cl:12])=[CH:10][CH:9]=[CH:8][CH:7]=1)=[O:4].[OH:25][S:22]([OH:26])(=[O:24])=[O:23]. The yield is 0.780. (5) The reactants are [CH3:1][O:2][C:3](=[O:28])[CH:4]=[CH:5][N:6]1[C:14]2[C:9](=[CH:10][C:11]([CH2:15][CH2:16][C:17]3[C:18]([CH3:27])=[N:19][C:20]4[C:25]([CH:26]=3)=[CH:24][CH:23]=[CH:22][N:21]=4)=[CH:12][CH:13]=2)[CH:8]=[CH:7]1. The catalyst is CO.[Pd]. The product is [CH3:1][O:2][C:3](=[O:28])[CH2:4][CH2:5][N:6]1[C:14]2[C:9](=[CH:10][C:11]([CH2:15][CH2:16][C:17]3[C:18]([CH3:27])=[N:19][C:20]4[NH:21][CH2:22][CH2:23][CH2:24][C:25]=4[CH:26]=3)=[CH:12][CH:13]=2)[CH:8]=[CH:7]1. The yield is 0.0600. (6) The reactants are Cl[CH2:2][C:3]1[CH:13]=[CH:12][C:6]2[O:7][C:8]([F:11])([F:10])[O:9][C:5]=2[CH:4]=1.[C-:14]#[N:15].[Na+].O.C(OC)(C)(C)C. The catalyst is CS(C)=O. The product is [F:10][C:8]1([F:11])[O:7][C:6]2[CH:12]=[CH:13][C:3]([CH2:2][C:14]#[N:15])=[CH:4][C:5]=2[O:9]1. The yield is 0.950. (7) The yield is 0.960. The reactants are C([O:8][CH2:9][C@H:10]1[N:15]([CH3:16])[C:14](=[O:17])[CH2:13][O:12][CH2:11]1)C1C=CC=CC=1.[H][H]. The catalyst is CO.[Pd]. The product is [OH:8][CH2:9][C@H:10]1[N:15]([CH3:16])[C:14](=[O:17])[CH2:13][O:12][CH2:11]1.